From a dataset of Reaction yield outcomes from USPTO patents with 853,638 reactions. Predict the reaction yield, written as a fraction of the theoretical maximum amount of product (1.0 means a 100% yield; for example, 0.34 means a 34% yield). (1) The reactants are CO[CH2:3][N:4]([CH2:10][C:11]1[CH:16]=[CH:15][CH:14]=[CH:13][CH:12]=1)[CH2:5][Si](C)(C)C.[Cl:17][C:18]1[CH:23]=[CH:22][C:21](/[CH:24]=[CH:25]/[N+:26]([O-:28])=[O:27])=[CH:20][C:19]=1[Cl:29].FC(F)(F)C(O)=O. The catalyst is C(Cl)Cl. The product is [CH2:10]([N:4]1[CH2:5][CH:25]([N+:26]([O-:28])=[O:27])[CH:24]([C:21]2[CH:22]=[CH:23][C:18]([Cl:17])=[C:19]([Cl:29])[CH:20]=2)[CH2:3]1)[C:11]1[CH:16]=[CH:15][CH:14]=[CH:13][CH:12]=1. The yield is 0.620. (2) The reactants are C1(P(C2C=CC=CC=2)C2C=CC=CC=2)C=CC=CC=1.N1C=CN=C1.[I:25]I.[Cl:27][C:28]1[CH:29]=[C:30]([CH2:53]O)[CH:31]=[CH:32][C:33]=1[C:34]1[N:38]=[C:37]([C:39]2[N:40]=[C:41]3[C:46]([Cl:47])=[CH:45][C:44]([C:48]([F:51])([F:50])[F:49])=[CH:43][N:42]3[CH:52]=2)[O:36][N:35]=1. The catalyst is C(Cl)Cl. The product is [Cl:27][C:28]1[CH:29]=[C:30]([CH2:53][I:25])[CH:31]=[CH:32][C:33]=1[C:34]1[N:38]=[C:37]([C:39]2[N:40]=[C:41]3[C:46]([Cl:47])=[CH:45][C:44]([C:48]([F:51])([F:50])[F:49])=[CH:43][N:42]3[CH:52]=2)[O:36][N:35]=1. The yield is 0.740. (3) The reactants are [C:1]([C:3]1[CH:8]=[CH:7][C:6]([O:9][CH3:10])=[CH:5][CH:4]=1)#[CH:2].C([Li])CCC.B(F)(F)F.[CH3:20][CH2:21][O:22]CC.C(OC(=O)C)(=O)C.[OH-].[Na+]. The catalyst is O1CCCC1. The product is [CH3:10][O:9][C:6]1[CH:7]=[CH:8][C:3]([C:1]#[C:2][C:21](=[O:22])[CH3:20])=[CH:4][CH:5]=1. The yield is 0.240. (4) The reactants are [O:1]1[CH2:5][CH2:4][O:3][CH:2]1[C:6]1[CH:11]=[CH:10][C:9]([N:12]2[CH:16]=[C:15]([C:17]([OH:19])=O)[N:14]=[N:13]2)=[CH:8][CH:7]=1.[Cl:20][C:21]1[CH:22]=[C:23]([CH:25]=[CH:26][C:27]=1[O:28][CH:29]([CH3:31])[CH3:30])[NH2:24].CN(C(ON1N=NC2C=CC=NC1=2)=[N+](C)C)C.F[P-](F)(F)(F)(F)F.C(N(CC)C(C)C)(C)C. The catalyst is CN(C=O)C.O.C(OCC)(=O)C. The product is [O:3]1[CH2:4][CH2:5][O:1][CH:2]1[C:6]1[CH:7]=[CH:8][C:9]([N:12]2[CH:16]=[C:15]([C:17]([NH:24][C:23]3[CH:25]=[CH:26][C:27]([O:28][CH:29]([CH3:30])[CH3:31])=[C:21]([Cl:20])[CH:22]=3)=[O:19])[N:14]=[N:13]2)=[CH:10][CH:11]=1. The yield is 0.800. (5) The reactants are [NH2:1][C:2]1[C:10]2[C:5](=[N:6][CH:7]=[CH:8][N:9]=2)[S:4][C:3]=1[C:11]([OH:13])=O.CN(C(ON1N=NC2C=CC=NC1=2)=[N+](C)C)C.F[P-](F)(F)(F)(F)F.CCN(C(C)C)C(C)C.Cl.[NH2:48][C:49]1[CH:50]=[C:51]([NH:56][C:57](=[O:69])[C:58]2[CH:63]=[CH:62][CH:61]=[C:60]([C:64]([C:67]#[N:68])([CH3:66])[CH3:65])[CH:59]=2)[CH:52]=[CH:53][C:54]=1[CH3:55]. The catalyst is CN(C=O)C. The product is [NH2:1][C:2]1[C:10]2[C:5](=[N:6][CH:7]=[CH:8][N:9]=2)[S:4][C:3]=1[C:11]([NH:48][C:49]1[CH:50]=[C:51]([NH:56][C:57](=[O:69])[C:58]2[CH:63]=[CH:62][CH:61]=[C:60]([C:64]([C:67]#[N:68])([CH3:65])[CH3:66])[CH:59]=2)[CH:52]=[CH:53][C:54]=1[CH3:55])=[O:13]. The yield is 0.550. (6) The reactants are CN(C(ON1N=NC2C=CC=NC1=2)=[N+](C)C)C.F[P-](F)(F)(F)(F)F.C(N(CC)C(C)C)(C)C.[CH3:34][NH:35][CH2:36][CH2:37][CH2:38][CH:39]=[CH2:40].[CH2:41]([O:45][C:46]1[CH:47]=[C:48]([C:56]2[NH:60][C:59](=[O:61])[C:58]3([CH2:66][CH2:65][N:64]([S:67]([CH2:70][CH2:71][C:72]4[CH:80]=[CH:79][C:75]([C:76](O)=[O:77])=[CH:74][C:73]=4[CH3:81])(=[O:69])=[O:68])[CH2:63][CH2:62]3)[N:57]=2)[CH:49]=[C:50]([C:52]([F:55])([F:54])[F:53])[CH:51]=1)[CH2:42][CH:43]=[CH2:44].[Cl-].[NH4+]. The catalyst is CN(C=O)C. The product is [CH2:41]([O:45][C:46]1[CH:47]=[C:48]([C:56]2[NH:60][C:59](=[O:61])[C:58]3([CH2:66][CH2:65][N:64]([S:67]([CH2:70][CH2:71][C:72]4[CH:80]=[CH:79][C:75]([C:76]([N:35]([CH3:34])[CH2:36][CH2:37][CH2:38][CH:39]=[CH2:40])=[O:77])=[CH:74][C:73]=4[CH3:81])(=[O:68])=[O:69])[CH2:63][CH2:62]3)[N:57]=2)[CH:49]=[C:50]([C:52]([F:53])([F:55])[F:54])[CH:51]=1)[CH2:42][CH:43]=[CH2:44]. The yield is 0.840. (7) The reactants are Cl[C:2]1[N:7]=[CH:6][C:5]([C:8]2([C:11]([O:13][CH3:14])=[O:12])[CH2:10][CH2:9]2)=[CH:4][CH:3]=1.[NH2:15][NH2:16]. The catalyst is N1C=CC=CC=1. The product is [NH:15]([C:2]1[N:7]=[CH:6][C:5]([C:8]2([C:11]([O:13][CH3:14])=[O:12])[CH2:10][CH2:9]2)=[CH:4][CH:3]=1)[NH2:16]. The yield is 0.900. (8) The reactants are [CH3:1][O:2][C:3]1[CH:4]=[C:5]2[C:10](=[CH:11][C:12]=1[O:13][CH3:14])[NH:9][N:8]=[C:7]([C:15]([O:17][CH2:18][CH3:19])=[O:16])[C:6]2=O.P(Cl)(Cl)([Cl:23])=O. No catalyst specified. The product is [Cl:23][C:6]1[C:5]2[C:10](=[CH:11][C:12]([O:13][CH3:14])=[C:3]([O:2][CH3:1])[CH:4]=2)[N:9]=[N:8][C:7]=1[C:15]([O:17][CH2:18][CH3:19])=[O:16]. The yield is 0.880. (9) The reactants are [Cl:1][C:2]1[CH:29]=[CH:28][C:5]([CH2:6][NH:7][C:8](=[O:27])[CH2:9][C@@H:10]2[CH2:21][CH:20]=[CH:19][CH2:18][CH2:17][C:16](=[O:22])[O:15][CH2:14][C@@H:13]3[CH2:23][CH2:24][CH2:25][N:12]3[C:11]2=[O:26])=[CH:4][CH:3]=1.CC1C=CC(S(NN)(=O)=O)=CC=1.C([O-])(=O)C.[Na+]. The catalyst is COCCOC.O. The yield is 0.560. The product is [Cl:1][C:2]1[CH:3]=[CH:4][C:5]([CH2:6][NH:7][C:8](=[O:27])[CH2:9][C@@H:10]2[CH2:21][CH2:20][CH2:19][CH2:18][CH2:17][C:16](=[O:22])[O:15][CH2:14][C@@H:13]3[CH2:23][CH2:24][CH2:25][N:12]3[C:11]2=[O:26])=[CH:28][CH:29]=1. (10) The reactants are Cl[C:2]1[C:11]2[C:6](=[CH:7][C:8]([O:14][CH2:15][CH2:16][N:17]3[CH2:22][CH2:21][CH2:20][CH2:19][CH2:18]3)=[C:9]([O:12][CH3:13])[CH:10]=2)[N:5]=[CH:4][N:3]=1.[C:23](=O)([O-])[O-].[K+].[K+].[OH:29][C:30]1[CH:31]=[C:32]2[C:36](=[CH:37][CH:38]=1)[N:35]([CH3:39])[CH:34]=[CH:33]2. The catalyst is CC(N(C)C)=O. The product is [CH3:13][O:12][C:9]1[CH:10]=[C:11]2[C:6](=[CH:7][C:8]=1[O:14][CH2:15][CH:16]([N:17]1[CH2:22][CH2:21][CH2:20][CH2:19][CH2:18]1)[CH3:23])[N:5]=[CH:4][N:3]=[C:2]2[O:29][C:30]1[CH:31]=[C:32]2[C:36](=[CH:37][CH:38]=1)[N:35]([CH3:39])[CH:34]=[CH:33]2. The yield is 0.830.